This data is from Catalyst prediction with 721,799 reactions and 888 catalyst types from USPTO. The task is: Predict which catalyst facilitates the given reaction. (1) Reactant: CO[C:3]([C:5]1[C:6](=[O:17])[S:7][C:8]2[C:13]([C:14]=1[OH:15])=[CH:12][CH:11]=[C:10]([CH3:16])[CH:9]=2)=[O:4].[NH2:18][CH2:19][C:20]([O-:22])=[O:21].[Na+]. Product: [OH:15][C:14]1[C:13]2[C:8](=[CH:9][C:10]([CH3:16])=[CH:11][CH:12]=2)[S:7][C:6](=[O:17])[C:5]=1[C:3]([NH:18][CH2:19][C:20]([OH:22])=[O:21])=[O:4]. The catalyst class is: 141. (2) Reactant: [C:1]1([CH2:7][CH2:8][C:9]2[CH:14]=[CH:13][N:12]=[C:11]3[NH:15][N:16]=[C:17]([OH:18])[C:10]=23)[CH:6]=[CH:5][CH:4]=[CH:3][CH:2]=1.C(=O)([O-])[O-].[K+].[K+].[C:25]([O:31][C@@H:32]1[C@@H:37]([O:38][C:39](=[O:44])[C:40]([CH3:43])([CH3:42])[CH3:41])[C@H:36]([O:45][C:46](=[O:51])[C:47]([CH3:50])([CH3:49])[CH3:48])[C@@H:35]([CH2:52][O:53][C:54](=[O:59])[C:55]([CH3:58])([CH3:57])[CH3:56])[O:34][C@@H:33]1Br)(=[O:30])[C:26]([CH3:29])([CH3:28])[CH3:27].C(#N)C. Product: [C:1]1([CH2:7][CH2:8][C:9]2[CH:14]=[CH:13][N:12]=[C:11]3[NH:15][N:16]=[C:17]([O:18][C@@H:33]4[O:34][C@H:35]([CH2:52][O:53][C:54](=[O:59])[C:55]([CH3:58])([CH3:57])[CH3:56])[C@@H:36]([O:45][C:46](=[O:51])[C:47]([CH3:48])([CH3:49])[CH3:50])[C@H:37]([O:38][C:39](=[O:44])[C:40]([CH3:41])([CH3:42])[CH3:43])[C@H:32]4[O:31][C:25](=[O:30])[C:26]([CH3:29])([CH3:27])[CH3:28])[C:10]=23)[CH:6]=[CH:5][CH:4]=[CH:3][CH:2]=1. The catalyst class is: 6. (3) Reactant: [CH3:1][O:2][C:3]1[CH:8]=[CH:7][C:6]([C:9]#[C:10][C:11]2[S:15][C:14]([C@@:16]3([CH2:24][C:25]([O:27]CC[Si](C)(C)C)=[O:26])[CH2:21][CH2:20][CH2:19][CH2:18][S:17]3(=[O:23])=[O:22])=[CH:13][CH:12]=2)=[CH:5][CH:4]=1.[OH-].[Na+].Cl.O. Product: [CH3:1][O:2][C:3]1[CH:8]=[CH:7][C:6]([C:9]#[C:10][C:11]2[S:15][C:14]([C@@:16]3([CH2:24][C:25]([OH:27])=[O:26])[CH2:21][CH2:20][CH2:19][CH2:18][S:17]3(=[O:23])=[O:22])=[CH:13][CH:12]=2)=[CH:5][CH:4]=1. The catalyst class is: 12. (4) Reactant: [CH2:1]([N:8]1[CH:12]=[C:11]([C:13](OCC)=[O:14])[C:10]([O:18][CH2:19][C:20]2[CH:25]=[CH:24][C:23]([O:26][CH2:27][C:28]3[N:29]=[C:30]([C:34]4[O:35][CH:36]=[CH:37][CH:38]=4)[O:31][C:32]=3[CH3:33])=[C:22]([CH2:39][CH3:40])[CH:21]=2)=[N:9]1)[C:2]1[CH:7]=[CH:6][CH:5]=[CH:4][CH:3]=1.[H-].[Al+3].[Li+].[H-].[H-].[H-].O.O.O.O.O.O.O.O.O.O.S([O-])([O-])(=O)=O.[Na+].[Na+]. Product: [CH2:1]([N:8]1[CH:12]=[C:11]([CH2:13][OH:14])[C:10]([O:18][CH2:19][C:20]2[CH:25]=[CH:24][C:23]([O:26][CH2:27][C:28]3[N:29]=[C:30]([C:34]4[O:35][CH:36]=[CH:37][CH:38]=4)[O:31][C:32]=3[CH3:33])=[C:22]([CH2:39][CH3:40])[CH:21]=2)=[N:9]1)[C:2]1[CH:3]=[CH:4][CH:5]=[CH:6][CH:7]=1. The catalyst class is: 54. (5) Reactant: [C-:1]#[N:2].[K+].I[CH2:5][CH2:6][C:7]1[CH:12]=[CH:11][C:10]([O:13][CH3:14])=[C:9]([O:15][CH3:16])[CH:8]=1. Product: [CH3:16][O:15][C:9]1[CH:8]=[C:7]([CH2:6][CH2:5][C:1]#[N:2])[CH:12]=[CH:11][C:10]=1[O:13][CH3:14]. The catalyst class is: 40. (6) Reactant: [CH:1]1([CH2:4][C:5]2[C:10]3[S:11][C:12]([CH2:16][C:17]4[CH:22]=[CH:21][CH:20]=[C:19]([C:23]([F:26])([F:25])[F:24])[CH:18]=4)=[C:13]([O:14]C)[C:9]=3[C:8](=[O:27])[N:7]([CH3:28])[N:6]=2)[CH2:3][CH2:2]1.B(Br)(Br)Br.O. Product: [CH:1]1([CH2:4][C:5]2[C:10]3[S:11][C:12]([CH2:16][C:17]4[CH:22]=[CH:21][CH:20]=[C:19]([C:23]([F:26])([F:25])[F:24])[CH:18]=4)=[C:13]([OH:14])[C:9]=3[C:8](=[O:27])[N:7]([CH3:28])[N:6]=2)[CH2:2][CH2:3]1. The catalyst class is: 4.